This data is from Catalyst prediction with 721,799 reactions and 888 catalyst types from USPTO. The task is: Predict which catalyst facilitates the given reaction. (1) Reactant: [Cl:1][C:2]1[CH:3]=[C:4]([NH:16][C:17]2[N:21]=[C:20]([NH2:22])[NH:19][N:18]=2)[CH:5]=[C:6]([Cl:15])[C:7]=1[S:8][C:9]1[CH:14]=[CH:13][CH:12]=[CH:11][CH:10]=1.CO.[OH:25]OS([O-])=O.[K+].[OH2:31]. Product: [C:9]1([S:8]([C:7]2[C:2]([Cl:1])=[CH:3][C:4]([NH:16][C:17]3[N:21]=[C:20]([NH2:22])[NH:19][N:18]=3)=[CH:5][C:6]=2[Cl:15])(=[O:25])=[O:31])[CH:10]=[CH:11][CH:12]=[CH:13][CH:14]=1. The catalyst class is: 13. (2) Reactant: Br[C:2]1[CH:3]=[C:4]2[C:9](=[CH:10][CH:11]=1)[N:8]([C:12](=[O:14])[CH3:13])[C@@H:7]([CH:15]1[CH2:17][CH2:16]1)[C@H:6]([CH3:18])[C@H:5]2[NH:19][C:20]1[N:25]=[CH:24][CH:23]=[CH:22][N:21]=1.Cl.[CH3:27][N:28]1[CH2:33][CH2:32][NH:31][CH2:30][C:29]1=[O:34].CN(C1C(C2C(P(C3CCCCC3)C3CCCCC3)=CC=CC=2)=CC=CC=1)C.CC(C)([O-])C.[Na+]. Product: [C:12]([N:8]1[C:9]2[C:4](=[CH:3][C:2]([N:31]3[CH2:32][CH2:33][N:28]([CH3:27])[C:29](=[O:34])[CH2:30]3)=[CH:11][CH:10]=2)[C@H:5]([NH:19][C:20]2[N:21]=[CH:22][CH:23]=[CH:24][N:25]=2)[C@@H:6]([CH3:18])[C@@H:7]1[CH:15]1[CH2:16][CH2:17]1)(=[O:14])[CH3:13]. The catalyst class is: 62. (3) Reactant: [NH2:1][C:2]1[O:3][C:4]([C:7]2[O:8][CH:9]=[CH:10][CH:11]=2)=[N:5][N:6]=1.C1C=NC2N(O)N=NC=2C=1.CN(C(ON1N=NC2C=CC=NC1=2)=[N+](C)C)C.F[P-](F)(F)(F)(F)F.C(N(CC)C(C)C)(C)C.[F:55][C:56]1[CH:61]=[CH:60][C:59]([C:62]2[CH:71]=[C:70]([C:72](O)=[O:73])[C:69]3[C:64](=[CH:65][CH:66]=[CH:67][CH:68]=3)[N:63]=2)=[CH:58][CH:57]=1. Product: [F:55][C:56]1[CH:57]=[CH:58][C:59]([C:62]2[CH:71]=[C:70]([C:72]([NH:1][C:2]3[O:3][C:4]([C:7]4[O:8][CH:9]=[CH:10][CH:11]=4)=[N:5][N:6]=3)=[O:73])[C:69]3[C:64](=[CH:65][CH:66]=[CH:67][CH:68]=3)[N:63]=2)=[CH:60][CH:61]=1. The catalyst class is: 136. (4) Reactant: C([O:3][C:4]([C:6]1[N:7]=[C:8]([NH:11][C:12]2[CH:17]=[CH:16][C:15]([N:18]3[CH:22]=[C:21]([CH3:23])[N:20]=[CH:19]3)=[C:14]([O:24][CH3:25])[CH:13]=2)[S:9][CH:10]=1)=[O:5])C.[OH-].[K+].Cl. Product: [CH3:25][O:24][C:14]1[CH:13]=[C:12]([NH:11][C:8]2[S:9][CH:10]=[C:6]([C:4]([OH:5])=[O:3])[N:7]=2)[CH:17]=[CH:16][C:15]=1[N:18]1[CH:22]=[C:21]([CH3:23])[N:20]=[CH:19]1. The catalyst class is: 8. (5) Reactant: Cl[C:2]1[N:7]=[N:6][C:5]([NH:8][CH3:9])=[C:4]([C:10]([OH:12])=[O:11])[CH:3]=1.[CH3:13][O-:14].[Na+]. Product: [CH3:13][O:14][C:2]1[N:7]=[N:6][C:5]([NH:8][CH3:9])=[C:4]([C:10]([OH:12])=[O:11])[CH:3]=1. The catalyst class is: 5.